The task is: Regression. Given two drug SMILES strings and cell line genomic features, predict the synergy score measuring deviation from expected non-interaction effect.. This data is from NCI-60 drug combinations with 297,098 pairs across 59 cell lines. (1) Drug 1: CCC(=C(C1=CC=CC=C1)C2=CC=C(C=C2)OCCN(C)C)C3=CC=CC=C3.C(C(=O)O)C(CC(=O)O)(C(=O)O)O. Drug 2: CN(C(=O)NC(C=O)C(C(C(CO)O)O)O)N=O. Cell line: A549. Synergy scores: CSS=-0.0725, Synergy_ZIP=5.34, Synergy_Bliss=-1.11, Synergy_Loewe=-4.46, Synergy_HSA=-2.96. (2) Drug 1: C(CC(=O)O)C(=O)CN.Cl. Drug 2: CC(C)CN1C=NC2=C1C3=CC=CC=C3N=C2N. Cell line: NCI-H322M. Synergy scores: CSS=13.4, Synergy_ZIP=-7.15, Synergy_Bliss=-0.240, Synergy_Loewe=0.288, Synergy_HSA=-0.694.